Dataset: Drug-target binding data from BindingDB using IC50 measurements. Task: Regression. Given a target protein amino acid sequence and a drug SMILES string, predict the binding affinity score between them. We predict pIC50 (pIC50 = -log10(IC50 in M); higher means more potent). Dataset: bindingdb_ic50. (1) The compound is O=C(CCCc1ccccc1)N[C@@H](Cc1ccccc1)C(=O)CCl. The target protein (P00761) has sequence FPTDDDDKIVGGYTCAANSIPYQVSLNSGSHFCGGSLINSQWVVSAAHCYKSRIQVRLGEHNIDVLEGNEQFINAAKIITHPNFNGNTLDNDIMLIKLSSPATLNSRVATVSLPRSCAAAGTECLISGWGNTKSSGSSYPSLLQCLKAPVLSDSSCKSSYPGQITGNMICVGFLEGGKDSCQGDSGGPVVCNGQLQGIVSWGYGCAQKNKPGVYTKVCNYVNWIQQTIAAN. The pIC50 is 3.2. (2) The compound is Cn1c2ccccc2c2c1cc(C#N)c(=O)n2-c1ccc([N+](=O)[O-])cc1. The target protein sequence is PISPIEPVPVKLKPGMDGPKVKQWPLTEEKIKALVEICTEMEKEGKISKIGPENPYNTPVFAIKKKDSTRWRKLVDFRELNKRTQDFWEVQLGIPHPAGLKKKRSVTVLDVGDAYFSVPLDKEFRKYTAFTIPSINNETPGIRYQYNVLPQGWKGSPAIFQSSMTKILEPFRKQNPDIVIYQYMDDLYVGSDLEIGQHRTKIEELRQHLLKWGFTTPDKKHQKEPPFLWMGYEHHPDKWTVQPIVLPEKDSWTVNDIQK. The pIC50 is 6.1.